From a dataset of Catalyst prediction with 721,799 reactions and 888 catalyst types from USPTO. Predict which catalyst facilitates the given reaction. (1) Reactant: [Br:1][C:2]1[C:7]([OH:8])=[CH:6][CH:5]=[CH:4][N:3]=1.C(=O)([O-])[O-].[K+].[K+].[CH2:15]([O:17][CH2:18]Cl)[CH3:16]. Product: [Br:1][C:2]1[C:7]([O:8][CH2:18][O:17][CH2:15][CH3:16])=[CH:6][CH:5]=[CH:4][N:3]=1. The catalyst class is: 21. (2) Reactant: [NH:1]1[C:5]2[N:6]=[CH:7][CH:8]=[C:9]([OH:10])[C:4]=2[CH:3]=[CH:2]1.C([O-])([O-])=O.[K+].[K+].Cl[C:18]1[C:23]([Cl:24])=[CH:22][C:21]([N+:25]([O-:27])=[O:26])=[CH:20][N:19]=1. Product: [Cl:24][C:23]1[C:18]([O:10][C:9]2[CH:8]=[CH:7][N:6]=[C:5]3[NH:1][CH:2]=[CH:3][C:4]=23)=[N:19][CH:20]=[C:21]([N+:25]([O-:27])=[O:26])[CH:22]=1. The catalyst class is: 23. (3) Reactant: BrC1C=CC2SC(NC(=O)C3C=CC(C)=CC=3)=NC=2C=1.[Br:21][C:22]1[C:30]2[S:29][C:28]([NH:31][C:32](=[O:40])[C:33]3[CH:38]=[CH:37][C:36]([CH3:39])=[CH:35][CH:34]=3)=[N:27][C:26]=2[CH:25]=[CH:24][CH:23]=1.Br[CH:42]([CH2:47][CH3:48])[C:43]([O:45][CH3:46])=[O:44].C(=O)([O-])[O-].[K+].[K+]. Product: [Br:21][C:22]1[C:30]2[S:29][C:28](=[N:31][C:32](=[O:40])[C:33]3[CH:38]=[CH:37][C:36]([CH3:39])=[CH:35][CH:34]=3)[N:27]([CH:42]([CH2:47][CH3:48])[C:43]([O:45][CH3:46])=[O:44])[C:26]=2[CH:25]=[CH:24][CH:23]=1. The catalyst class is: 9.